Dataset: Forward reaction prediction with 1.9M reactions from USPTO patents (1976-2016). Task: Predict the product of the given reaction. (1) The product is: [O:4]1[C:5]2([CH2:6][CH2:7][CH:8]([C:11]3[C:15]([CH2:16][N:17]([CH3:29])[CH2:18][CH2:19][N:20]([CH3:28])[C:21](=[O:27])[O:22][C:23]([CH3:26])([CH3:25])[CH3:24])=[CH:14][N:13]([CH:30]4[CH2:35][CH2:34][CH2:33][CH2:32][O:31]4)[N:12]=3)[CH2:9][CH2:10]2)[O:1][CH2:2][CH2:3]1. Given the reactants [O:1]1[C:5]2([CH2:10][CH2:9][C:8]([C:11]3[C:15]([CH2:16][N:17]([CH3:29])[CH2:18][CH2:19][N:20]([CH3:28])[C:21](=[O:27])[O:22][C:23]([CH3:26])([CH3:25])[CH3:24])=[CH:14][N:13]([CH:30]4[CH2:35][CH2:34][CH2:33][CH2:32][O:31]4)[N:12]=3)=[CH:7][CH2:6]2)[O:4][CH2:3][CH2:2]1.[H][H], predict the reaction product. (2) Given the reactants [F:1][C:2]1[CH:16]=[CH:15][C:5]([CH:6](O)[C:7]2[CH:12]=[CH:11][C:10]([F:13])=[CH:9][CH:8]=2)=[CH:4][CH:3]=1.OS(O)(=O)=O.[CH:22]([OH:24])=[O:23].[C]=O, predict the reaction product. The product is: [F:1][C:2]1[CH:16]=[CH:15][C:5]([CH:6]([C:7]2[CH:12]=[CH:11][C:10]([F:13])=[CH:9][CH:8]=2)[C:22]([OH:24])=[O:23])=[CH:4][CH:3]=1. (3) Given the reactants [ClH:1].CCOC(C)=O.[CH2:8]([N:10]([CH2:18][CH2:19][C:20]1[CH:24]=[CH:23][N:22]([C:25]2[CH:30]=[CH:29][C:28]([F:31])=[CH:27][N:26]=2)[N:21]=1)C(=O)OC(C)(C)C)[CH3:9], predict the reaction product. The product is: [ClH:1].[CH2:8]([NH:10][CH2:18][CH2:19][C:20]1[CH:24]=[CH:23][N:22]([C:25]2[CH:30]=[CH:29][C:28]([F:31])=[CH:27][N:26]=2)[N:21]=1)[CH3:9]. (4) Given the reactants [NH2:1][C:2]1[CH:7]=[CH:6][C:5]([C:8]#[N:9])=[CH:4][C:3]=1[C:10]([F:13])([F:12])[F:11].[CH2:14](Br)[C:15]1[CH:20]=[CH:19][CH:18]=[CH:17][CH:16]=1.[H-].[Na+], predict the reaction product. The product is: [CH2:14]([N:1]([CH2:10][C:3]1[CH:4]=[CH:5][CH:6]=[CH:7][CH:2]=1)[C:2]1[CH:7]=[CH:6][C:5]([C:8]#[N:9])=[CH:4][C:3]=1[C:10]([F:11])([F:12])[F:13])[C:15]1[CH:20]=[CH:19][CH:18]=[CH:17][CH:16]=1. (5) Given the reactants [N:1]1([C:6]2[CH:26]=[CH:25][C:9]([CH2:10][C:11]3[C:12]([Cl:24])=[N:13][C:14]4[C:19]([C:20]=3[Cl:21])=[CH:18][C:17](Br)=[CH:16][C:15]=4[CH3:23])=[CH:8][CH:7]=2)[CH:5]=[CH:4][CH:3]=[N:2]1.N1(C2C=CC(CC3C(OC)=NC4C(C=3Cl)=CC(Br)=CC=4C)=CC=2)C=CC=N1.[CH3:54][N:55]1[C:59]([C:60]([C:62]2[CH:63]=[N:64][C:65]([C:68]([F:71])([F:70])[F:69])=[CH:66][CH:67]=2)=[O:61])=[CH:58][N:57]=[CH:56]1.[Li]CCCC.C(=O)=O, predict the reaction product. The product is: [N:1]1([C:6]2[CH:26]=[CH:25][C:9]([CH2:10][C:11]3[C:12]([Cl:24])=[N:13][C:14]4[C:19]([C:20]=3[Cl:21])=[CH:18][C:17]([C:60]([C:59]3[N:55]([CH3:54])[CH:56]=[N:57][CH:58]=3)([C:62]3[CH:63]=[N:64][C:65]([C:68]([F:70])([F:69])[F:71])=[CH:66][CH:67]=3)[OH:61])=[CH:16][C:15]=4[CH3:23])=[CH:8][CH:7]=2)[CH:5]=[CH:4][CH:3]=[N:2]1. (6) Given the reactants [CH2:1]([O:8][C:9]1[CH:10]=[C:11]2[C:16](=[CH:17][C:18]=1[O:19][CH3:20])[N:15]=[CH:14][N:13]=[C:12]2Cl)[C:2]1[CH:7]=[CH:6][CH:5]=[CH:4][CH:3]=1.[F:22][C:23]1[C:31]([OH:32])=[CH:30][CH:29]=[C:28]2[C:24]=1[CH:25]=[C:26]([CH3:33])[NH:27]2.C(=O)([O-])[O-].[Cs+].[Cs+], predict the reaction product. The product is: [CH2:1]([O:8][C:9]1[CH:10]=[C:11]2[C:16](=[CH:17][C:18]=1[O:19][CH3:20])[N:15]=[CH:14][N:13]=[C:12]2[O:32][C:31]1[C:23]([F:22])=[C:24]2[C:28](=[CH:29][CH:30]=1)[NH:27][C:26]([CH3:33])=[CH:25]2)[C:2]1[CH:7]=[CH:6][CH:5]=[CH:4][CH:3]=1.